This data is from Reaction yield outcomes from USPTO patents with 853,638 reactions. The task is: Predict the reaction yield, written as a fraction of the theoretical maximum amount of product (1.0 means a 100% yield; for example, 0.34 means a 34% yield). (1) The reactants are [CH3:1][O:2][C:3]1[N:8]=[CH:7][C:6]([NH2:9])=[CH:5][CH:4]=1.[C:10]([O:14][C:15](O[C:15]([O:14][C:10]([CH3:13])([CH3:12])[CH3:11])=[O:16])=[O:16])([CH3:13])([CH3:12])[CH3:11]. The catalyst is O1CCOCC1.C(OCC)(=O)C. The product is [CH3:1][O:2][C:3]1[N:8]=[CH:7][C:6]([NH:9][C:15](=[O:16])[O:14][C:10]([CH3:13])([CH3:12])[CH3:11])=[CH:5][CH:4]=1. The yield is 0.800. (2) The reactants are [N:1]1([C:6]([O:8][C:9]2[CH:14]=[C:13]([F:15])[CH:12]=[CH:11][C:10]=2/[CH:16]=[C:17]2\[C:18](=[O:24])[N:19]=[C:20](SC)[S:21]\2)=[O:7])[CH2:5][CH2:4][CH2:3][CH2:2]1.N1CC[NH:28][C:27](=[O:31])[CH2:26]1.[CH2:32]([N:34](CC)CC)[CH3:33]. The catalyst is C(O)C. The product is [N:1]1([C:6]([O:8][C:9]2[CH:14]=[C:13]([F:15])[CH:12]=[CH:11][C:10]=2/[CH:16]=[C:17]2\[C:18](=[O:24])[N:19]=[C:20]([N:34]3[CH2:32][CH2:33][CH2:26][C:27](=[O:31])[NH:28]3)[S:21]\2)=[O:7])[CH2:5][CH2:4][CH2:3][CH2:2]1. The yield is 0.430. (3) The reactants are [F:1][C:2]1[CH:7]=[CH:6][C:5]([N+:8]([O-:10])=[O:9])=[CH:4][C:3]=1[N:11]=[C:12]=[O:13].[CH3:14][Si:15]([CH3:20])([CH3:19])[CH2:16][CH2:17][OH:18]. The catalyst is C1COCC1. The product is [CH3:14][Si:15]([CH3:20])([CH3:19])[CH2:16][CH2:17][O:18][C:12](=[O:13])[NH:11][C:3]1[CH:4]=[C:5]([N+:8]([O-:10])=[O:9])[CH:6]=[CH:7][C:2]=1[F:1]. The yield is 0.770. (4) The product is [CH:29]([O:28][C:26]1[CH:27]=[C:22]([CH:23]=[C:24]([C:2]2[C:10]3[C:5](=[N:6][CH:7]=[CH:8][CH:9]=3)[N:4]([S:11]([C:14]3[CH:19]=[CH:18][CH:17]=[CH:16][CH:15]=3)(=[O:13])=[O:12])[CH:3]=2)[CH:25]=1)[CH:20]=[O:21])([CH3:31])[CH3:30]. The catalyst is O.C1C=CC(P(C2C=CC=CC=2)[C-]2C=CC=C2)=CC=1.C1C=CC(P(C2C=CC=CC=2)[C-]2C=CC=C2)=CC=1.Cl[Pd]Cl.[Fe+2].C(Cl)Cl. The reactants are Br[C:2]1[C:10]2[C:5](=[N:6][CH:7]=[CH:8][CH:9]=2)[N:4]([S:11]([C:14]2[CH:19]=[CH:18][CH:17]=[CH:16][CH:15]=2)(=[O:13])=[O:12])[CH:3]=1.[CH:20]([C:22]1[CH:23]=[C:24](B(O)O)[CH:25]=[C:26]([O:28][CH:29]([CH3:31])[CH3:30])[CH:27]=1)=[O:21].CN(C)C=O.C(=O)(O)[O-].[Na+]. The yield is 0.710. (5) The reactants are [Cl:1][C:2]1[N:3]=[C:4]([N:14]2[CH2:19][CH2:18][O:17][CH2:16][C@@H:15]2C)[C:5]2[C:10](=O)[O:9][C:8]([CH3:13])([CH3:12])[C:6]=2[N:7]=1.ClC1N=C(N2CCOC[C@@H]2C)C2COC(C)(C)C=2N=1. No catalyst specified. The product is [Cl:1][C:2]1[N:3]=[C:4]([N:14]2[CH2:15][CH2:16][O:17][CH2:18][CH2:19]2)[C:5]2[CH2:10][O:9][C:8]([CH3:12])([CH3:13])[C:6]=2[N:7]=1. The yield is 0.800. (6) The catalyst is O.[Pd]. The yield is 1.14. The product is [CH2:16]([P:13]([CH2:12][CH:11]([CH2:24][CH2:25][C:26]([OH:28])=[O:27])[C:9]([OH:10])=[O:8])([OH:15])=[O:14])[CH2:17][C:18]1[CH:19]=[CH:20][CH:21]=[CH:22][CH:23]=1. The reactants are C([O:8][C:9]([CH:11]([CH2:24][CH2:25][C:26]([O:28]CC1C=CC=CC=1)=[O:27])[CH2:12][P:13]([CH2:16][CH2:17][C:18]1[CH:23]=[CH:22][CH:21]=[CH:20][CH:19]=1)(=[O:15])[OH:14])=[O:10])C1C=CC=CC=1. (7) The reactants are [NH:1]1[C:9]2[C:4](=[CH:5][CH:6]=[CH:7][CH:8]=2)[CH:3]=[C:2]1[C:10]([O:12][CH2:13][CH3:14])=[O:11].[H-].[Na+].Br[CH2:18][C:19]#[N:20]. The catalyst is CN(C=O)C. The product is [C:19]([CH2:18][N:1]1[C:9]2[C:4](=[CH:5][CH:6]=[CH:7][CH:8]=2)[CH:3]=[C:2]1[C:10]([O:12][CH2:13][CH3:14])=[O:11])#[N:20]. The yield is 0.660. (8) The reactants are O[CH2:2][C:3]1[CH:12]=[N:11][C:10]2[N:9]3[CH2:13][CH2:14][CH2:15][CH2:16][C@H:8]3[C:7](=[O:17])[NH:6][C:5]=2[CH:4]=1.[I-].C(C[P+](C)(C)C)#N.C(N(C(C)C)C(C)C)C.Cl.[Cl:36][C:37]1[CH:42]=[CH:41][C:40]([CH:43]2[CH2:48][CH2:47][NH:46][CH2:45][CH2:44]2)=[CH:39][CH:38]=1. The catalyst is C(#N)CC. The product is [Cl:36][C:37]1[CH:42]=[CH:41][C:40]([CH:43]2[CH2:44][CH2:45][N:46]([CH2:2][C:3]3[CH:12]=[N:11][C:10]4[N:9]5[CH2:13][CH2:14][CH2:15][CH2:16][C@H:8]5[C:7](=[O:17])[NH:6][C:5]=4[CH:4]=3)[CH2:47][CH2:48]2)=[CH:39][CH:38]=1. The yield is 0.125. (9) The reactants are [Cl:1][C:2]1[CH:3]=[C:4]2[CH:10]=[CH:9][NH:8][C:5]2=[N:6][CH:7]=1.[H-].[Na+].Cl[C:14]1[N:18]([CH3:19])[N:17]=[C:16]([CH3:20])[C:15]=1[CH:21]=[O:22].O. The catalyst is CN(C)C=O. The product is [Cl:1][C:2]1[CH:3]=[C:4]2[CH:10]=[CH:9][N:8]([C:14]3[N:18]([CH3:19])[N:17]=[C:16]([CH3:20])[C:15]=3[CH:21]=[O:22])[C:5]2=[N:6][CH:7]=1. The yield is 0.300.